This data is from Peptide-MHC class II binding affinity with 134,281 pairs from IEDB. The task is: Regression. Given a peptide amino acid sequence and an MHC pseudo amino acid sequence, predict their binding affinity value. This is MHC class II binding data. (1) The MHC is DRB1_0401 with pseudo-sequence DRB1_0401. The peptide sequence is DTQFVRFDSDAASQR. The binding affinity (normalized) is 0.638. (2) The binding affinity (normalized) is 0.156. The peptide sequence is RVPEDLLAMVVAVEQ. The MHC is DRB3_0101 with pseudo-sequence DRB3_0101. (3) The binding affinity (normalized) is 0.289. The MHC is DRB1_0101 with pseudo-sequence DRB1_0101. The peptide sequence is VIPEGWKADTCYESK. (4) The peptide sequence is IRALVGDEVELPCRI. The MHC is DRB3_0202 with pseudo-sequence DRB3_0202. The binding affinity (normalized) is 0.191. (5) The peptide sequence is ITYGETGGNSPVQEF. The MHC is DRB1_1501 with pseudo-sequence DRB1_1501. The binding affinity (normalized) is 0.0726. (6) The peptide sequence is TISNNLFFNHHKVML. The MHC is DRB3_0202 with pseudo-sequence DRB3_0202. The binding affinity (normalized) is 0.271.